From a dataset of Full USPTO retrosynthesis dataset with 1.9M reactions from patents (1976-2016). Predict the reactants needed to synthesize the given product. Given the product [Cl:1][C:2]1[C:9]([CH3:10])=[C:8]([N:11]2[CH2:15][C@@H:14]3[C@@H:13]([C@H:22]4[CH2:21][C@@H:20]3[CH:19]=[CH:18]4)[S:12]2(=[O:17])=[O:16])[CH:7]=[CH:6][C:3]=1[C:4]#[N:5], predict the reactants needed to synthesize it. The reactants are: [Cl:1][C:2]1[C:9]([CH3:10])=[C:8]([N:11]2[CH2:15][CH:14]=[CH:13][S:12]2(=[O:17])=[O:16])[CH:7]=[CH:6][C:3]=1[C:4]#[N:5].[CH:18]1[CH2:22][CH:21]=[CH:20][CH:19]=1.[Cl-].C([Al+]CC)C.